Predict the reaction yield, written as a fraction of the theoretical maximum amount of product (1.0 means a 100% yield; for example, 0.34 means a 34% yield). From a dataset of Reaction yield outcomes from USPTO patents with 853,638 reactions. (1) The reactants are Br[C:2]1[S:6][C:5]([S:7]([NH:10][C:11]2[CH:16]=[CH:15][CH:14]=[C:13]([C:17]3[NH:21][N:20]=[N:19][N:18]=3)[CH:12]=2)(=[O:9])=[O:8])=[CH:4][CH:3]=1.[F:22][C:23]([F:34])([F:33])[C:24]1[CH:25]=[C:26](B(O)O)[CH:27]=[CH:28][CH:29]=1. No catalyst specified. The product is [NH:21]1[C:17]([C:13]2[CH:12]=[C:11]([NH:10][S:7]([C:5]3[S:6][C:2]([C:28]4[CH:27]=[CH:26][CH:25]=[C:24]([C:23]([F:34])([F:33])[F:22])[CH:29]=4)=[CH:3][CH:4]=3)(=[O:9])=[O:8])[CH:16]=[CH:15][CH:14]=2)=[N:18][N:19]=[N:20]1. The yield is 0.480. (2) The reactants are [CH2:1]([O:8][C:9]1[CH:10]=[C:11]([CH:23]=[O:24])[N:12]=[N:13][C:14]=1[O:15][CH2:16][C:17]1[CH:22]=[CH:21][CH:20]=[CH:19][CH:18]=1)[C:2]1[CH:7]=[CH:6][CH:5]=[CH:4][CH:3]=1.[CH:25]1([Mg]Br)[CH2:27][CH2:26]1. The catalyst is C1COCC1. The product is [CH2:1]([O:8][C:9]1[CH:10]=[C:11]([CH:23]([CH:25]2[CH2:27][CH2:26]2)[OH:24])[N:12]=[N:13][C:14]=1[O:15][CH2:16][C:17]1[CH:22]=[CH:21][CH:20]=[CH:19][CH:18]=1)[C:2]1[CH:7]=[CH:6][CH:5]=[CH:4][CH:3]=1. The yield is 0.619.